Dataset: Reaction yield outcomes from USPTO patents with 853,638 reactions. Task: Predict the reaction yield, written as a fraction of the theoretical maximum amount of product (1.0 means a 100% yield; for example, 0.34 means a 34% yield). The reactants are [F:1][C:2]([F:20])([F:19])[O:3][C:4]1[CH:5]=[CH:6][C:7]2[O:12][CH:11]([C:13]([O:15]CC)=[O:14])[CH2:10][NH:9][C:8]=2[CH:18]=1.C([O-])([O-])=O.[K+].[K+].[I-].[Na+].Br[CH2:30][C:31]1[CH:36]=[CH:35][C:34]([O:37][CH3:38])=[CH:33][CH:32]=1. The catalyst is CN(C=O)C. The product is [CH3:38][O:37][C:34]1[CH:35]=[CH:36][C:31]([CH2:30][N:9]2[CH2:10][CH:11]([C:13]([OH:15])=[O:14])[O:12][C:7]3[CH:6]=[CH:5][C:4]([O:3][C:2]([F:1])([F:19])[F:20])=[CH:18][C:8]2=3)=[CH:32][CH:33]=1. The yield is 0.584.